This data is from Full USPTO retrosynthesis dataset with 1.9M reactions from patents (1976-2016). The task is: Predict the reactants needed to synthesize the given product. (1) Given the product [F:14][C:11]1[CH:12]=[CH:13][C:8]([C:5]([CH3:6])([CH3:7])[CH2:4][C:17]#[N:18])=[C:9]([O:15][CH3:16])[CH:10]=1, predict the reactants needed to synthesize it. The reactants are: COC(=O)[CH:4]([C:17]#[N:18])[C:5]([C:8]1[CH:13]=[CH:12][C:11]([F:14])=[CH:10][C:9]=1[O:15][CH3:16])([CH3:7])[CH3:6].[Na+].[Cl-].O. (2) Given the product [OH:13][CH2:12][CH2:11][CH2:10][CH2:9][N:8]([C@@H:16]1[C@@H:20]([C:21]2[CH:26]=[CH:25][CH:24]=[CH:23][CH:22]=2)[CH2:19][N:18]([S:27]([C:30]2[N:31]=[CH:32][N:33]([CH3:35])[CH:34]=2)(=[O:29])=[O:28])[CH2:17]1)[C:6](=[O:7])[O:5][C:1]([CH3:2])([CH3:3])[CH3:4], predict the reactants needed to synthesize it. The reactants are: [C:1]([O:5][C:6]([N:8]([C@@H:16]1[C@@H:20]([C:21]2[CH:26]=[CH:25][CH:24]=[CH:23][CH:22]=2)[CH2:19][N:18]([S:27]([C:30]2[N:31]=[CH:32][N:33]([CH3:35])[CH:34]=2)(=[O:29])=[O:28])[CH2:17]1)[CH2:9][CH2:10][CH2:11][C:12](OC)=[O:13])=[O:7])([CH3:4])([CH3:3])[CH3:2].[H-].C([Al+]CC(C)C)C(C)C. (3) Given the product [Cl:22][C:12]1[C:11]2[S:10][C:9]([C:3]3[C:4]([F:8])=[CH:5][CH:6]=[CH:7][C:2]=3[Cl:1])=[N:17][C:16]=2[C:15]([F:18])=[CH:14][N:13]=1, predict the reactants needed to synthesize it. The reactants are: [Cl:1][C:2]1[CH:7]=[CH:6][CH:5]=[C:4]([F:8])[C:3]=1[C:9]1[S:10][C:11]2[CH:12]=[N+:13]([O-])[CH:14]=[C:15]([F:18])[C:16]=2[N:17]=1.P(Cl)(Cl)([Cl:22])=O. (4) Given the product [CH3:16][O:17][C:1]([CH:3]1[C:10]2[C:15](=[CH:14][CH:13]=[CH:12][CH:11]=2)[C:5](=[O:7])[C:4]1([CH3:9])[CH3:8])=[O:18], predict the reactants needed to synthesize it. The reactants are: [C:1]([CH:3]([C:10]1[CH:15]=[CH:14][CH:13]=[CH:12][CH:11]=1)[C:4]([CH3:9])([CH3:8])[C:5]([OH:7])=O)#N.[CH3:16][OH:17].[OH:18]S(O)(=O)=O. (5) Given the product [C:1]12([CH2:11][O:12][C:13]3[C:20]([CH:23]4[CH2:25][CH2:24]4)=[CH:19][C:16]([C:17]#[N:18])=[C:15]([F:22])[CH:14]=3)[CH2:10][CH:5]3[CH2:6][CH:7]([CH2:9][CH:3]([CH2:4]3)[CH2:2]1)[CH2:8]2, predict the reactants needed to synthesize it. The reactants are: [C:1]12([CH2:11][O:12][C:13]3[C:20](Br)=[CH:19][C:16]([C:17]#[N:18])=[C:15]([F:22])[CH:14]=3)[CH2:10][CH:5]3[CH2:6][CH:7]([CH2:9][CH:3]([CH2:4]3)[CH2:2]1)[CH2:8]2.[CH:23]1(B(O)O)[CH2:25][CH2:24]1.P([O-])([O-])([O-])=O.[K+].[K+].[K+].F[B-](F)(F)F.C1(P(C2CCCCC2)C2CCCCC2)CCCCC1.